This data is from Catalyst prediction with 721,799 reactions and 888 catalyst types from USPTO. The task is: Predict which catalyst facilitates the given reaction. Reactant: [Cl-].[CH3:2][O:3][CH2:4][P+](C1C=CC=CC=1)(C1C=CC=CC=1)C1C=CC=CC=1.C[Si]([N-][Si](C)(C)C)(C)C.[K+].[CH:34]([C:36]1[S:40][C:39]([O:41][C:42]2[CH:49]=[CH:48][C:45]([C:46]#[N:47])=[CH:44][CH:43]=2)=[CH:38][CH:37]=1)=O. Product: [CH3:2][O:3][CH:4]=[CH:34][C:36]1[S:40][C:39]([O:41][C:42]2[CH:49]=[CH:48][C:45]([C:46]#[N:47])=[CH:44][CH:43]=2)=[CH:38][CH:37]=1. The catalyst class is: 1.